From a dataset of Catalyst prediction with 721,799 reactions and 888 catalyst types from USPTO. Predict which catalyst facilitates the given reaction. (1) Reactant: [Cl:1][C:2]1[CH:9]=[C:8]([O:10][C:11]2[CH:16]=[CH:15][C:14]([CH2:17][OH:18])=[CH:13][C:12]=2[F:19])[CH:7]=[CH:6][C:3]=1[C:4]#[N:5].[H-].[Na+].Cl[C:23]1[CH:24]=[C:25]2[N:32]([CH3:33])[CH2:31][CH2:30][N:26]2[C:27](=[O:29])[N:28]=1. Product: [Cl:1][C:2]1[CH:9]=[C:8]([O:10][C:11]2[CH:16]=[CH:15][C:14]([CH2:17][O:18][C:23]3[CH:24]=[C:25]4[N:32]([CH3:33])[CH2:31][CH2:30][N:26]4[C:27](=[O:29])[N:28]=3)=[CH:13][C:12]=2[F:19])[CH:7]=[CH:6][C:3]=1[C:4]#[N:5]. The catalyst class is: 1. (2) Reactant: [CH3:1][C:2]([O:4][C@H:5]1[C:14]2[C@@:15]3([CH3:30])[C@@H:26]([CH2:27][O:28][CH3:29])[O:25][C:23](=[O:24])[C:17]4=[CH:18][O:19][C:20]([C:21](=[O:22])[C:13]=2[C@@H:8]2[CH2:9][CH2:10][C@H:11]([OH:12])[C@@:7]2([CH3:31])[CH2:6]1)=[C:16]34)=[O:3].[C:32]([NH:36][CH3:37])([CH3:35])([CH3:34])[CH3:33]. Product: [C:32]([N:36]([CH:18]=[C:17]1[C:16]2[C:15]([CH3:30])([C:14]3[CH:5]([O:4][C:2](=[O:3])[CH3:1])[CH2:6][C:7]4([CH3:31])[CH:8]([C:13]=3[C:21](=[O:22])[C:20]=2[OH:19])[CH2:9][CH2:10][CH:11]4[OH:12])[CH:26]([CH2:27][O:28][CH3:29])[O:25][C:23]1=[O:24])[CH3:37])([CH3:35])([CH3:34])[CH3:33]. The catalyst class is: 2. (3) Reactant: [CH3:1][O:2][C:3]([C:5]1[C:14]2[C:9](=[CH:10][C:11]([OH:15])=[CH:12][CH:13]=2)[C:8](N)=[CH:7][CH:6]=1)=[O:4].Cl.N([O-])=O.[Na+].[I-:22].[K+]. Product: [OH:15][C:11]1[CH:10]=[C:9]2[C:14](=[CH:13][CH:12]=1)[C:5]([C:3]([O:2][CH3:1])=[O:4])=[CH:6][CH:7]=[C:8]2[I:22]. The catalyst class is: 249.